Dataset: Full USPTO retrosynthesis dataset with 1.9M reactions from patents (1976-2016). Task: Predict the reactants needed to synthesize the given product. (1) Given the product [NH:36]1[C:44]2=[N:43][CH:42]=[CH:41][CH:40]=[C:39]2[C:38]([CH:45]=[C:6]2[O:5][C:4]([N:7]3[CH2:8][CH2:13][CH2:12][CH2:11][CH2:10]3)=[C:3]([C:14]([O:16][CH3:17])=[O:15])[C:2]2=[O:1])=[CH:37]1, predict the reactants needed to synthesize it. The reactants are: [O:1]=[C:2]1[CH2:6][O:5][C:4]([NH:7][C:8]2[CH:13]=[CH:12][CH:11]=[CH:10]C=2)=[C:3]1[C:14]([O:16][CH3:17])=[O:15].ClCC(=O)CC(OC)=O.C1(N=C=O)C=CC=CC=1.[NH:36]1[C:44]2[C:39](=[CH:40][CH:41]=[CH:42][N:43]=2)[C:38]([CH:45]=O)=[CH:37]1.N1CCCCC1. (2) Given the product [F:53][C:50]1[C:51]2[CH:52]=[C:39]3[C:38]4[N:37]=[C:36]([C:11]5[C:12]([N:14]([CH3:19])[S:15]([CH3:18])(=[O:16])=[O:17])=[CH:13][C:8]6[O:7][C:6]([C:29]7[C:33]([CH3:34])=[CH:32][O:31][N:30]=7)=[C:5]([C:3]([NH:2][CH3:1])=[O:4])[C:9]=6[CH:10]=5)[CH:45]=[CH:44][C:43]=4[CH2:42][CH2:41][N:40]3[C:46]=2[CH:47]=[CH:48][CH:49]=1, predict the reactants needed to synthesize it. The reactants are: [CH3:1][NH:2][C:3]([C:5]1[C:9]2[CH:10]=[C:11](B3OC(C)(C)C(C)(C)O3)[C:12]([N:14]([CH3:19])[S:15]([CH3:18])(=[O:17])=[O:16])=[CH:13][C:8]=2[O:7][C:6]=1[C:29]1[C:33]([CH3:34])=[CH:32][O:31][N:30]=1)=[O:4].Cl[C:36]1[CH:45]=[CH:44][C:43]2[CH2:42][CH2:41][N:40]3[C:46]4[CH:47]=[CH:48][CH:49]=[C:50]([F:53])[C:51]=4[CH:52]=[C:39]3[C:38]=2[N:37]=1.CC(C1C=C(C(C)C)C(C2C=CC=CC=2P(C2CCCCC2)C2CCCCC2)=C(C(C)C)C=1)C. (3) Given the product [CH3:9][S:10]([O:8][CH:6]1[CH2:7][C:4](=[CH:1][CH2:2][CH3:3])[CH2:5]1)(=[O:12])=[O:11], predict the reactants needed to synthesize it. The reactants are: [CH:1](=[C:4]1[CH2:7][CH:6]([OH:8])[CH2:5]1)[CH2:2][CH3:3].[CH3:9][S:10](Cl)(=[O:12])=[O:11]. (4) Given the product [Cl:8][C:4]1[CH:5]=[CH:6][CH:7]=[C:2]([Cl:1])[C:3]=1[C:9]1[C:13]([CH2:14][O:15][C:16]2[CH:17]=[C:18]3[C:22](=[CH:23][CH:24]=2)[N:21]([S:25]([C:28]2[CH:29]=[C:30]([CH:35]=[CH:36][CH:37]=2)[C:31]([OH:33])=[O:32])(=[O:27])=[O:26])[CH:20]=[CH:19]3)=[C:12]([CH:38]([CH3:40])[CH3:39])[O:11][N:10]=1, predict the reactants needed to synthesize it. The reactants are: [Cl:1][C:2]1[CH:7]=[CH:6][CH:5]=[C:4]([Cl:8])[C:3]=1[C:9]1[C:13]([CH2:14][O:15][C:16]2[CH:17]=[C:18]3[C:22](=[CH:23][CH:24]=2)[N:21]([S:25]([C:28]2[CH:29]=[C:30]([CH:35]=[CH:36][CH:37]=2)[C:31]([O:33]C)=[O:32])(=[O:27])=[O:26])[CH:20]=[CH:19]3)=[C:12]([CH:38]([CH3:40])[CH3:39])[O:11][N:10]=1.[OH-].[Li+].O1CCOCC1.S([O-])(O)(=O)=O.[Na+].